From a dataset of Reaction yield outcomes from USPTO patents with 853,638 reactions. Predict the reaction yield, written as a fraction of the theoretical maximum amount of product (1.0 means a 100% yield; for example, 0.34 means a 34% yield). The reactants are C[O:2][C:3]([C:5]1[CH:13]=[C:12]2[C:8]([C:9]([CH:32]3[CH2:37][CH2:36][CH2:35][CH2:34][CH2:33]3)=[C:10]([C:23]3[CH:28]=[CH:27][C:26]([NH2:29])=[C:25]([CH:30]=O)[CH:24]=3)[N:11]2[CH2:14][C:15]([N:17]2[CH2:22][CH2:21][O:20][CH2:19][CH2:18]2)=[O:16])=[CH:7][CH:6]=1)=[O:4].[CH3:38][O:39][C:40]1[CH:41]=[C:42]([C:48](=O)[CH3:49])[CH:43]=[C:44]([O:46][CH3:47])[CH:45]=1. No catalyst specified. The product is [CH:32]1([C:9]2[C:8]3[C:12](=[CH:13][C:5]([C:3]([OH:4])=[O:2])=[CH:6][CH:7]=3)[N:11]([CH2:14][C:15]([N:17]3[CH2:18][CH2:19][O:20][CH2:21][CH2:22]3)=[O:16])[C:10]=2[C:23]2[CH:24]=[C:25]3[C:26](=[CH:27][CH:28]=2)[N:29]=[C:48]([C:42]2[CH:41]=[C:40]([O:39][CH3:38])[CH:45]=[C:44]([O:46][CH3:47])[CH:43]=2)[CH:49]=[CH:30]3)[CH2:37][CH2:36][CH2:35][CH2:34][CH2:33]1. The yield is 0.120.